From a dataset of Reaction yield outcomes from USPTO patents with 853,638 reactions. Predict the reaction yield, written as a fraction of the theoretical maximum amount of product (1.0 means a 100% yield; for example, 0.34 means a 34% yield). (1) The reactants are [CH2:1]([C:4]1[NH:5][C:6]2[C:11]([CH:12]=1)=[C:10]([C:13]([F:16])([F:15])[F:14])[C:9]([C:17]#[N:18])=[CH:8][CH:7]=2)[CH2:2][CH3:3].C([O-])([O-])=O.[Cs+].[Cs+].Br[CH2:26][C:27]1[N:31]=[C:30]([C:32]2[S:33][CH:34]=[CH:35][CH:36]=2)[O:29][N:28]=1. The catalyst is C(#N)C. The product is [CH2:1]([C:4]1[N:5]([CH2:26][C:27]2[N:31]=[C:30]([C:32]3[S:33][CH:34]=[CH:35][CH:36]=3)[O:29][N:28]=2)[C:6]2[C:11]([CH:12]=1)=[C:10]([C:13]([F:15])([F:16])[F:14])[C:9]([C:17]#[N:18])=[CH:8][CH:7]=2)[CH2:2][CH3:3]. The yield is 0.640. (2) The reactants are [O:1]=[C:2]1[CH2:11][CH2:10][C:9]2[C:4](=[CH:5][CH:6]=[C:7](B(O)O)[CH:8]=2)[NH:3]1.[Br:15][C:16]1[CH:21]=[CH:20][C:19](Br)=[CH:18][C:17]=1[N+:23]([O-:25])=[O:24].O. The catalyst is O1CCOCC1.C(=O)([O-])[O-].[K+].[K+].C1C=CC([P]([Pd]([P](C2C=CC=CC=2)(C2C=CC=CC=2)C2C=CC=CC=2)([P](C2C=CC=CC=2)(C2C=CC=CC=2)C2C=CC=CC=2)[P](C2C=CC=CC=2)(C2C=CC=CC=2)C2C=CC=CC=2)(C2C=CC=CC=2)C2C=CC=CC=2)=CC=1. The product is [Br:15][C:16]1[CH:21]=[CH:20][C:19]([C:7]2[CH:8]=[C:9]3[C:4](=[CH:5][CH:6]=2)[NH:3][C:2](=[O:1])[CH2:11][CH2:10]3)=[CH:18][C:17]=1[N+:23]([O-:25])=[O:24]. The yield is 0.180. (3) The reactants are Cl.[NH2:2][C@H:3]([C:6]([OH:8])=[O:7])[CH2:4]O.C(N(CC)CC)C.S(Cl)(Cl)=O.C(=O)([O-])[O-].[K+].[K+].Cl[C:27]([O:29][CH2:30][C:31]1[CH:36]=[CH:35][CH:34]=[CH:33][CH:32]=1)=[O:28].[C:37]1([SH:43])[CH:42]=[CH:41][CH:40]=[CH:39][CH:38]=1.S(=O)(=O)(O)O. The catalyst is COCCOCCOC.O. The product is [C:27]([NH:2][C@H:3]([C:6]([OH:8])=[O:7])[CH2:4][S:43][C:37]1[CH:42]=[CH:41][CH:40]=[CH:39][CH:38]=1)([O:29][CH2:30][C:31]1[CH:36]=[CH:35][CH:34]=[CH:33][CH:32]=1)=[O:28]. The yield is 0.370. (4) The reactants are [NH2:1][C:2]1[CH:7]=[CH:6][CH:5]=[CH:4][C:3]=1[S:8]([NH:11][C:12]1[CH:13]=[CH:14][CH:15]=[C:16]2[C:21]=1[N:20]=[CH:19][CH:18]=[CH:17]2)(=[O:10])=[O:9].CCN(C(C)C)C(C)C.[F:31][C:32]([F:43])([F:42])[C:33](O[C:33](=[O:34])[C:32]([F:43])([F:42])[F:31])=[O:34]. No catalyst specified. The product is [F:31][C:32]([F:43])([F:42])[C:33]([NH:1][C:2]1[CH:7]=[CH:6][CH:5]=[CH:4][C:3]=1[S:8](=[O:10])(=[O:9])[NH:11][C:12]1[CH:13]=[CH:14][CH:15]=[C:16]2[C:21]=1[N:20]=[CH:19][CH:18]=[CH:17]2)=[O:34]. The yield is 0.390. (5) The reactants are [C:1]([S-:9])(=[S:8])[C:2]1[CH:7]=[CH:6][CH:5]=[CH:4][CH:3]=1.[Na+].N([C:13]([C:20]#[N:21])([CH3:19])[CH2:14][CH2:15][C:16]([OH:18])=[O:17])=N[C:13]([C:20]#[N:21])([CH3:19])[CH2:14][CH2:15][C:16]([OH:18])=[O:17].C(SSC(=S)C1C=CC=CC=1)(=S)C1C=CC=CC=1. The catalyst is [Fe-3](C#N)(C#N)(C#N)(C#N)(C#N)C#N.[K+].[K+].[K+].C(OCC)(=O)C. The product is [C:1]([SH:9])(=[S:8])[C:2]1[CH:7]=[CH:6][CH:5]=[CH:4][CH:3]=1.[C:20]([CH:13]([CH3:19])[CH2:14][CH2:15][C:16]([OH:18])=[O:17])#[N:21]. The yield is 0.750. (6) The reactants are [CH3:1][CH:2]([N:4]1[C:8]([C:9]2[N:10]=[C:11]3[N:21]([CH:22]=2)[CH2:20][CH2:19][O:18][C:17]2[C:12]3=[CH:13][C:14]([CH:23]([CH2:25]S([O-])(=O)=O)C)=[CH:15][CH:16]=2)=[N:7][CH:6]=[N:5]1)[CH3:3].C([O-])([O-])=O.[K+].[K+].[NH:36]1[CH2:39][CH:38]([OH:40])[CH2:37]1. The catalyst is CC#N. The product is [CH3:1][CH:2]([N:4]1[C:8]([C:9]2[N:10]=[C:11]3[N:21]([CH:22]=2)[CH2:20][CH2:19][O:18][C:17]2[C:12]3=[CH:13][C:14]([CH:23]([N:36]3[CH2:39][CH:38]([OH:40])[CH2:37]3)[CH3:25])=[CH:15][CH:16]=2)=[N:7][CH:6]=[N:5]1)[CH3:3]. The yield is 0.920. (7) The reactants are [CH2:1]([Mg]Br)[CH3:2].[F:5][C:6]1[CH:7]=[C:8]2[C:12](=[CH:13][CH:14]=1)[C:11](=[O:15])[CH2:10][CH2:9]2.[Cl-].[NH4+]. The catalyst is CCOCC. The product is [CH2:1]([C:11]1([OH:15])[C:12]2[C:8](=[CH:7][C:6]([F:5])=[CH:14][CH:13]=2)[CH2:9][CH2:10]1)[CH3:2]. The yield is 0.930. (8) The reactants are Cl[C:2]1[CH:7]=[C:6]([CH3:8])[CH:5]=[CH:4][C:3]=1[CH3:9].[CH3:10][C:11]1[CH:16]=[CH:15][CH:14]=[CH:13][C:12]=1B(O)O.C([O-])([O-])=O.[Cs+].[Cs+]. The catalyst is O1CCCCO1. The product is [CH3:9][C:3]1[CH:4]=[CH:5][C:6]([CH3:8])=[CH:7][C:2]=1[C:12]1[CH:13]=[CH:14][CH:15]=[CH:16][C:11]=1[CH3:10]. The yield is 0.800.